Dataset: Reaction yield outcomes from USPTO patents with 853,638 reactions. Task: Predict the reaction yield, written as a fraction of the theoretical maximum amount of product (1.0 means a 100% yield; for example, 0.34 means a 34% yield). (1) The reactants are B([O-])([O-])[O-].[Si+4].B([O-])([O-])[O-].B([O-])([O-])[O-].B([O-])([O-])[O-].[Si+4].[Si+4].[F:20][C:21]([F:50])([F:49])[CH2:22][C:23]([NH:25][CH2:26][C:27]1[CH:32]=[CH:31][C:30](/[CH:33]=[CH:34]/[CH:35]([C:40]2[CH:45]=[C:44]([Cl:46])[C:43]([Cl:47])=[C:42]([Cl:48])[CH:41]=2)[C:36]([F:39])([F:38])[F:37])=[CH:29][CH:28]=1)=[O:24]. The catalyst is CS(C)=O. The product is [F:49][C:21]([F:20])([F:50])[CH2:22][C:23]([NH:25][CH2:26][C:27]1[CH:32]=[CH:31][C:30](/[CH:33]=[CH:34]\[CH:35]([C:40]2[CH:41]=[C:42]([Cl:48])[C:43]([Cl:47])=[C:44]([Cl:46])[CH:45]=2)[C:36]([F:37])([F:38])[F:39])=[CH:29][CH:28]=1)=[O:24]. The yield is 0.0800. (2) The reactants are [Cl-].FC1C=CC(C[P+](C2C=CC=CC=2)(C2C=CC=CC=2)C2C=CC=CC=2)=CC=1.C([Li])CCC.[CH2:34]([N:41]1[CH2:46][CH:45]2[CH2:47][CH2:48][CH:42]1[C:43](=O)[CH2:44]2)[C:35]1[CH:40]=[CH:39][CH:38]=[CH:37][CH:36]=1.[Cl-].[Na+]. The catalyst is O1CCCC1. The product is [C:35]1([CH2:34][N:41]2[CH2:46][CH:45]3[CH2:47][CH2:48][CH:42]2[CH2:43][CH2:44]3)[CH:36]=[CH:37][CH:38]=[CH:39][CH:40]=1. The yield is 0.990.